Task: Predict the product of the given reaction.. Dataset: Forward reaction prediction with 1.9M reactions from USPTO patents (1976-2016) (1) Given the reactants [CH3:1][O:2][C:3]([C:5]1[N:6]=[C:7](I)[C:8]2[C:9](=[O:23])[N:10]([CH2:16][C:17]3[CH:22]=[CH:21][CH:20]=[CH:19][CH:18]=3)[CH:11]=[CH:12][C:13]=2[C:14]=1[OH:15])=[O:4].[CH3:25][Sn](C)(C)C.CCOC(C)=O.Cl, predict the reaction product. The product is: [CH3:1][O:2][C:3]([C:5]1[N:6]=[C:7]([CH3:25])[C:8]2[C:9](=[O:23])[N:10]([CH2:16][C:17]3[CH:22]=[CH:21][CH:20]=[CH:19][CH:18]=3)[CH:11]=[CH:12][C:13]=2[C:14]=1[OH:15])=[O:4]. (2) The product is: [ClH:25].[C:1]1([C@H:7]([C:8]2[CH:13]=[CH:12][CH:11]=[CH:10][N:9]=2)[NH:14][C:15]([C@H:17]2[NH:21][CH2:20][CH2:19][S:18]2)=[O:16])[CH:2]=[CH:3][CH:4]=[CH:5][CH:6]=1. Given the reactants [C:1]1([C@@H:7]([NH:14][C:15]([CH:17]2[N:21](C([O-])=O)[CH2:20][CH2:19][S:18]2)=[O:16])[C:8]2[CH:13]=[CH:12][CH:11]=[CH:10][N:9]=2)[CH:6]=[CH:5][CH:4]=[CH:3][CH:2]=1.[ClH:25].[OH-].[Na+], predict the reaction product. (3) Given the reactants [NH2:1][C:2]1[N:3]=[C:4]([C:17]2[CH:18]=[C:19]([O:23][CH2:24][C@@H:25]([NH:33]C(=O)OC(C)(C)C)[CH2:26][C:27]3[CH:32]=[CH:31][CH:30]=[CH:29][CH:28]=3)[CH:20]=[N:21][CH:22]=2)[CH:5]=[C:6]2[C:11]=1[CH:10]=[N:9][C:8]1[CH:12]=[C:13](Br)[CH:14]=[CH:15][C:7]2=1.CC1(C)C(C)(C)OB(/[CH:49]=[CH:50]/[CH2:51][CH2:52][N:53]2[CH2:57][CH2:56][CH2:55][CH2:54]2)O1.C([O-])([O-])=O.[K+].[K+].C(O)(C(F)(F)F)=O, predict the reaction product. The product is: [NH2:33][C@@H:25]([CH2:26][C:27]1[CH:32]=[CH:31][CH:30]=[CH:29][CH:28]=1)[CH2:24][O:23][C:19]1[CH:18]=[C:17]([C:4]2[CH:5]=[C:6]3[C:11](=[C:2]([NH2:1])[N:3]=2)[CH:10]=[N:9][C:8]2[CH:12]=[C:13](/[CH:49]=[CH:50]/[CH2:51][CH2:52][N:53]4[CH2:54][CH2:55][CH2:56][CH2:57]4)[CH:14]=[CH:15][C:7]3=2)[CH:22]=[N:21][CH:20]=1. (4) Given the reactants [Cl:1][C:2]1[CH:7]=[CH:6][C:5]([C:8]([C:16]2[CH:17]=[C:18]3[C:23](=[CH:24][CH:25]=2)[N:22]=[C:21]([O:26]C)[CH:20]=[C:19]3[C:28]2[S:29][C:30]([Cl:33])=[CH:31][CH:32]=2)([C:10]2[N:11]([CH3:15])[CH:12]=[N:13][CH:14]=2)[OH:9])=[CH:4][CH:3]=1.ClC1C=CC(C(C2C=C3C(=CC=2)N=C(OC)C=C3C2SC(C)=CC=2)(C2N(C)C=NC=2)O)=CC=1, predict the reaction product. The product is: [Cl:1][C:2]1[CH:7]=[CH:6][C:5]([C:8]([OH:9])([C:10]2[N:11]([CH3:15])[CH:12]=[N:13][CH:14]=2)[C:16]2[CH:17]=[C:18]3[C:23](=[CH:24][CH:25]=2)[NH:22][C:21](=[O:26])[CH:20]=[C:19]3[C:28]2[S:29][C:30]([Cl:33])=[CH:31][CH:32]=2)=[CH:4][CH:3]=1. (5) Given the reactants Cl[C:2]1[C:3]2[C:4](=[CH:24][N:25](CC3C=CC(OC)=CC=3)[N:26]=2)[N:5]=[C:6]([C:8]2[CH:9]=[C:10]([CH:21]=[CH:22][CH:23]=2)[CH2:11][NH:12][CH2:13][C:14]2[CH:19]=[CH:18][C:17]([CH3:20])=[CH:16][CH:15]=2)[N:7]=1.[CH3:36][N:37]1[CH2:42][CH2:41][N:40]([C:43]2[CH:49]=[CH:48][C:46]([NH2:47])=[CH:45][CH:44]=2)[CH2:39][CH2:38]1.Cl, predict the reaction product. The product is: [CH3:20][C:17]1[CH:18]=[CH:19][C:14]([CH2:13][NH:12][CH2:11][C:10]2[CH:9]=[C:8]([C:6]3[N:7]=[C:2]([NH:47][C:46]4[CH:45]=[CH:44][C:43]([N:40]5[CH2:39][CH2:38][N:37]([CH3:36])[CH2:42][CH2:41]5)=[CH:49][CH:48]=4)[C:3]4[NH:26][N:25]=[CH:24][C:4]=4[N:5]=3)[CH:23]=[CH:22][CH:21]=2)=[CH:15][CH:16]=1. (6) The product is: [F:1][C:2]1[CH:3]=[CH:4][C:5]([C:8]2[S:12][C:11]([NH:13][C:14]([NH2:16])=[O:15])=[C:10]([C:17]([NH2:19])=[O:18])[CH:9]=2)=[CH:6][CH:7]=1.[NH2:13][C:11]1[S:12][C:8]([C:5]2[CH:6]=[CH:7][C:2]([F:1])=[CH:3][CH:4]=2)=[CH:9][C:10]=1[C:17]([NH2:19])=[O:18]. Given the reactants [F:1][C:2]1[CH:7]=[CH:6][C:5]([C:8]2[S:12][C:11]([NH:13][C:14]([NH2:16])=[O:15])=[C:10]([C:17]([NH2:19])=[O:18])[CH:9]=2)=[CH:4][CH:3]=1.FC1C=CC(CCO)=CC=1.[Cr](Cl)([O-])(=O)=O.[NH+]1C=CC=CC=1.C(CC(N)=O)#N.[S], predict the reaction product.